Dataset: HIV replication inhibition screening data with 41,000+ compounds from the AIDS Antiviral Screen. Task: Binary Classification. Given a drug SMILES string, predict its activity (active/inactive) in a high-throughput screening assay against a specified biological target. The compound is CC(N)C(=O)NC(C)C(=O)NC(C)C(=O)NC(C)C(=O)NC(C)C(=O)NC(C)C(=O)O. The result is 0 (inactive).